Dataset: Full USPTO retrosynthesis dataset with 1.9M reactions from patents (1976-2016). Task: Predict the reactants needed to synthesize the given product. (1) Given the product [Br:1][C:2]1[CH:3]=[C:4]2[C:8](=[CH:9][CH:10]=1)[N:7]([CH:11]1[CH2:16][CH2:15][CH2:14][CH2:13][O:12]1)[N:6]=[C:5]2[C:22]1[CH:23]=[CH:24][N:25]=[C:20]([S:19][CH3:18])[N:21]=1, predict the reactants needed to synthesize it. The reactants are: [Br:1][C:2]1[CH:3]=[C:4]2[C:8](=[CH:9][CH:10]=1)[N:7]([CH:11]1[CH2:16][CH2:15][CH2:14][CH2:13][O:12]1)[N:6]=[C:5]2I.[CH3:18][S:19][C:20]1[N:25]=[C:24]([Sn](CCCC)(CCCC)CCCC)[CH:23]=[CH:22][N:21]=1. (2) Given the product [OH:2][CH2:1][C:5]1[N:9]2[C:10]([CH2:14][N:15]([C:27]([O:29][C:30]([CH3:33])([CH3:32])[CH3:31])=[O:28])[CH2:16][CH2:17][CH2:18][NH:19][S:20]([C:23]([F:25])([F:24])[F:26])(=[O:21])=[O:22])=[CH:11][CH:12]=[CH:13][C:8]2=[N:7][CH:6]=1, predict the reactants needed to synthesize it. The reactants are: [C:1]([C:5]1[N:9]2[C:10]([CH2:14][N:15]([C:27]([O:29][C:30]([CH3:33])([CH3:32])[CH3:31])=[O:28])[CH2:16][CH2:17][CH2:18][NH:19][S:20]([C:23]([F:26])([F:25])[F:24])(=[O:22])=[O:21])=[CH:11][CH:12]=[CH:13][C:8]2=[N:7][CH:6]=1)(OC)=[O:2].[BH4-].[Li+].Cl. (3) The reactants are: C1(P(C2C=CC=CC=2)C2C=CC=CC=2)C=CC=CC=1.[Br:20]Br.[Cl:22][C:23]1[CH:24]=[C:25]([CH:30]=[C:31]([CH2:33]O)[CH:32]=1)[C:26]([NH:28][CH3:29])=[O:27]. Given the product [Br:20][CH2:33][C:31]1[CH:30]=[C:25]([CH:24]=[C:23]([Cl:22])[CH:32]=1)[C:26]([NH:28][CH3:29])=[O:27], predict the reactants needed to synthesize it. (4) Given the product [C:27]([N:30]1[CH2:34][CH2:33][N:32]([C:2]2[CH:7]=[CH:6][C:5]([C:8]([N:10]3[CH2:15][CH2:14][N:13]([C:16]4[C:21]([CH3:22])=[CH:20][C:19]([CH:23]5[CH2:25][CH2:24]5)=[CH:18][N:17]=4)[CH2:12][CH2:11]3)=[O:9])=[C:4]([F:26])[CH:3]=2)[C:31]1=[O:35])(=[O:29])[CH3:28], predict the reactants needed to synthesize it. The reactants are: Br[C:2]1[CH:7]=[CH:6][C:5]([C:8]([N:10]2[CH2:15][CH2:14][N:13]([C:16]3[C:21]([CH3:22])=[CH:20][C:19]([CH:23]4[CH2:25][CH2:24]4)=[CH:18][N:17]=3)[CH2:12][CH2:11]2)=[O:9])=[C:4]([F:26])[CH:3]=1.[C:27]([N:30]1[CH2:34][CH2:33][NH:32][C:31]1=[O:35])(=[O:29])[CH3:28].